This data is from Forward reaction prediction with 1.9M reactions from USPTO patents (1976-2016). The task is: Predict the product of the given reaction. Given the reactants [I:1][C:2]1[CH:3]=[CH:4][C:5]2[N:6]([C:8]([CH3:14])=[C:9]([C:11](O)=[O:12])[N:10]=2)[CH:7]=1.C[N:16](C(ON1N=NC2C=CC=NC1=2)=[N+](C)C)C.F[P-](F)(F)(F)(F)F.C(N(CC)CC)C.[NH4+].[Cl-], predict the reaction product. The product is: [I:1][C:2]1[CH:3]=[CH:4][C:5]2[N:6]([C:8]([CH3:14])=[C:9]([C:11]([NH2:16])=[O:12])[N:10]=2)[CH:7]=1.